Dataset: Full USPTO retrosynthesis dataset with 1.9M reactions from patents (1976-2016). Task: Predict the reactants needed to synthesize the given product. (1) Given the product [CH2:28]([N:19]1[C:20]2[C:25](=[CH:24][C:23]([Cl:27])=[CH:22][CH:21]=2)[CH:26]=[C:18]1[CH:14]([N:5]([CH2:4][CH2:3][CH2:2][N:1]1[C:40](=[O:52])[C:41]2[C:45](=[CH:44][CH:43]=[CH:42][CH:47]=2)[C:48]1=[O:49])[C:6](=[O:13])[C:7]1[CH:12]=[CH:11][CH:10]=[CH:9][CH:8]=1)[CH:15]([CH3:17])[CH3:16])[C:29]1[CH:30]=[CH:31][CH:32]=[CH:33][CH:34]=1, predict the reactants needed to synthesize it. The reactants are: [NH2:1][CH2:2][CH2:3][CH2:4][N:5]([CH:14]([C:18]1[N:19]([CH2:28][C:29]2[CH:34]=[CH:33][CH:32]=[CH:31][CH:30]=2)[C:20]2[C:25]([CH:26]=1)=[CH:24][C:23]([Cl:27])=[CH:22][CH:21]=2)[CH:15]([CH3:17])[CH3:16])[C:6](=[O:13])[C:7]1[CH:12]=[CH:11][CH:10]=[CH:9][CH:8]=1.CCN([CH2:40][CH3:41])CC.[C:42]1(C)[CH:47]=C[C:45]([C:48](Cl)=[O:49])=[CH:44][CH:43]=1.[OH2:52]. (2) Given the product [CH3:23][O:22][C:19]1[CH:20]=[CH:21][C:15]2[NH:14][C:13](=[O:24])[CH2:12][NH:11][CH2:17][C:16]=2[CH:18]=1, predict the reactants needed to synthesize it. The reactants are: C(OC([N:11]1[CH2:17][C:16]2[CH:18]=[C:19]([O:22][CH3:23])[CH:20]=[CH:21][C:15]=2[NH:14][C:13](=[O:24])[CH2:12]1)=O)C1C=CC=CC=1. (3) Given the product [OH:1][C:2]1[CH:10]=[CH:9][C:5]([C:6]([NH2:21])=[O:7])=[CH:4][N:3]=1, predict the reactants needed to synthesize it. The reactants are: [OH:1][C:2]1[CH:10]=[CH:9][C:5]([C:6](O)=[O:7])=[CH:4][N:3]=1.C(Cl)CCl.C1C=CC2N(O)N=[N:21]C=2C=1.N1C2C=CC=CC=2N=C1CNCCCCNC1C2N=CC=CC=2CCC1. (4) Given the product [C:1]([O:5][C:6]([N:8]1[CH:13]([CH2:14][CH3:15])[CH2:12][CH2:11][CH2:10][CH:9]1[CH:16]([OH:40])[C@@H:17]([NH2:25])[CH2:18][C:19]1[CH:20]=[CH:21][CH:22]=[CH:23][CH:24]=1)=[O:7])([CH3:2])([CH3:3])[CH3:4], predict the reactants needed to synthesize it. The reactants are: [C:1]([O:5][C:6]([N:8]1[CH:13]([CH2:14][CH3:15])[CH2:12][CH2:11][CH2:10][CH:9]1[CH:16]([OH:40])[C@@H:17]([N:25](CC1C=CC=CC=1)CC1C=CC=CC=1)[CH2:18][C:19]1[CH:24]=[CH:23][CH:22]=[CH:21][CH:20]=1)=[O:7])([CH3:4])([CH3:3])[CH3:2].[H][H]. (5) Given the product [CH2:31]1[C:32]2[C:27](=[N:26][C:25]3[C:20]([C:19]=2[C:16]2[CH:17]=[CH:18][C:13]([OH:12])=[CH:14][CH:15]=2)=[CH:21][CH:22]=[CH:23][CH:24]=3)[CH2:28][CH2:29][CH2:30]1, predict the reactants needed to synthesize it. The reactants are: B(Br)(Br)Br.C([O:12][C:13]1[CH:18]=[CH:17][C:16]([C:19]2[C:20]3[C:25]([N:26]=[C:27]4[C:32]=2[CH2:31][CH2:30][CH2:29][CH2:28]4)=[CH:24][CH:23]=[CH:22][CH:21]=3)=[CH:15][CH:14]=1)C1C=CC=CC=1.